This data is from NCI-60 drug combinations with 297,098 pairs across 59 cell lines. The task is: Regression. Given two drug SMILES strings and cell line genomic features, predict the synergy score measuring deviation from expected non-interaction effect. (1) Drug 2: CC12CCC3C(C1CCC2OP(=O)(O)O)CCC4=C3C=CC(=C4)OC(=O)N(CCCl)CCCl.[Na+]. Synergy scores: CSS=14.1, Synergy_ZIP=-0.967, Synergy_Bliss=1.05, Synergy_Loewe=-7.89, Synergy_HSA=-1.31. Cell line: SF-268. Drug 1: CCN(CC)CCCC(C)NC1=C2C=C(C=CC2=NC3=C1C=CC(=C3)Cl)OC. (2) Drug 1: CC12CCC3C(C1CCC2O)C(CC4=C3C=CC(=C4)O)CCCCCCCCCS(=O)CCCC(C(F)(F)F)(F)F. Drug 2: C1=CN(C=N1)CC(O)(P(=O)(O)O)P(=O)(O)O. Cell line: SF-539. Synergy scores: CSS=1.11, Synergy_ZIP=1.96, Synergy_Bliss=2.21, Synergy_Loewe=0.296, Synergy_HSA=-0.519. (3) Drug 1: C1=NC2=C(N=C(N=C2N1C3C(C(C(O3)CO)O)F)Cl)N. Drug 2: C1=CC=C(C(=C1)C(C2=CC=C(C=C2)Cl)C(Cl)Cl)Cl. Cell line: TK-10. Synergy scores: CSS=-0.992, Synergy_ZIP=2.45, Synergy_Bliss=4.44, Synergy_Loewe=-1.17, Synergy_HSA=-1.38. (4) Drug 1: CC1C(C(CC(O1)OC2CC(CC3=C2C(=C4C(=C3O)C(=O)C5=C(C4=O)C(=CC=C5)OC)O)(C(=O)C)O)N)O.Cl. Drug 2: CCC1=C2CN3C(=CC4=C(C3=O)COC(=O)C4(CC)O)C2=NC5=C1C=C(C=C5)O. Cell line: MDA-MB-231. Synergy scores: CSS=18.1, Synergy_ZIP=-12.8, Synergy_Bliss=-9.47, Synergy_Loewe=-10.1, Synergy_HSA=-6.35. (5) Drug 1: CCCS(=O)(=O)NC1=C(C(=C(C=C1)F)C(=O)C2=CNC3=C2C=C(C=N3)C4=CC=C(C=C4)Cl)F. Drug 2: CC1OCC2C(O1)C(C(C(O2)OC3C4COC(=O)C4C(C5=CC6=C(C=C35)OCO6)C7=CC(=C(C(=C7)OC)O)OC)O)O. Synergy scores: CSS=32.9, Synergy_ZIP=9.23, Synergy_Bliss=6.97, Synergy_Loewe=-0.0878, Synergy_HSA=4.16. Cell line: KM12. (6) Drug 1: C1=CC(=CC=C1CCCC(=O)O)N(CCCl)CCCl. Drug 2: CC=C1C(=O)NC(C(=O)OC2CC(=O)NC(C(=O)NC(CSSCCC=C2)C(=O)N1)C(C)C)C(C)C. Cell line: HL-60(TB). Synergy scores: CSS=94.9, Synergy_ZIP=-3.86, Synergy_Bliss=-7.16, Synergy_Loewe=-15.3, Synergy_HSA=-4.83. (7) Drug 1: C(=O)(N)NO. Drug 2: C1=NC2=C(N1)C(=S)N=CN2. Cell line: HOP-92. Synergy scores: CSS=44.0, Synergy_ZIP=-0.692, Synergy_Bliss=-1.93, Synergy_Loewe=-33.5, Synergy_HSA=1.84.